Dataset: Reaction yield outcomes from USPTO patents with 853,638 reactions. Task: Predict the reaction yield, written as a fraction of the theoretical maximum amount of product (1.0 means a 100% yield; for example, 0.34 means a 34% yield). The reactants are [OH-].[K+].C(OC([N:8]1[C:14]2[CH:15]=[C:16]([N+:19]([O-:21])=[O:20])[CH:17]=[CH:18][C:13]=2[O:12][CH2:11][CH2:10][CH2:9]1)=O)C. The catalyst is O.COCCO. The product is [N+:19]([C:16]1[CH:17]=[CH:18][C:13]2[O:12][CH2:11][CH2:10][CH2:9][NH:8][C:14]=2[CH:15]=1)([O-:21])=[O:20]. The yield is 0.790.